Dataset: Forward reaction prediction with 1.9M reactions from USPTO patents (1976-2016). Task: Predict the product of the given reaction. (1) Given the reactants [OH:1][CH2:2][C:3]([N:5]1[CH2:10][CH:9]2[C:7]([C:11]3[CH:16]=[CH:15][C:14]([N:17]4[CH2:21][C@H:20]([CH2:22][NH:23][C:24](=[O:26])[CH3:25])[O:19][C:18]4=[O:27])=[CH:13][CH:12]=3)([CH2:8]2)[CH2:6]1)=[O:4].C(N(CC)CC)C.Cl[C:36]([O:38][CH2:39][CH3:40])=[O:37], predict the reaction product. The product is: [CH2:39]([O:38][C:36](=[O:37])[O:1][CH2:2][C:3]([N:5]1[CH2:10][CH:9]2[C:7]([C:11]3[CH:16]=[CH:15][C:14]([N:17]4[CH2:21][C@H:20]([CH2:22][NH:23][C:24](=[O:26])[CH3:25])[O:19][C:18]4=[O:27])=[CH:13][CH:12]=3)([CH2:8]2)[CH2:6]1)=[O:4])[CH3:40]. (2) Given the reactants Br[C:2]1[CH:3]=[C:4]([CH2:8][O:9][Si:10]([C:13]([CH3:16])([CH3:15])[CH3:14])([CH3:12])[CH3:11])[CH:5]=[N:6][CH:7]=1.C([Li])CCC.CCCCCC.[CH:28]([C:30]1[N:31]=[CH:32][N:33]2[CH:37]=[CH:36][S:35][C:34]=12)=[O:29].O, predict the reaction product. The product is: [Si:10]([O:9][CH2:8][C:4]1[CH:3]=[C:2]([CH:28]([OH:29])[C:30]2[N:31]=[CH:32][N:33]3[CH:37]=[CH:36][S:35][C:34]=23)[CH:7]=[N:6][CH:5]=1)([C:13]([CH3:16])([CH3:15])[CH3:14])([CH3:12])[CH3:11]. (3) Given the reactants C([C:3]([C:12]#[N:13])([CH:7]([CH:9]1[CH2:11][CH2:10]1)[CH3:8])[C:4]([OH:6])=[O:5])C.CO.[OH-].[Na+], predict the reaction product. The product is: [C:12]([CH:3]([CH:7]([CH:9]1[CH2:10][CH2:11]1)[CH3:8])[C:4]([OH:6])=[O:5])#[N:13]. (4) The product is: [C:1]([O:5][C:6]([NH:8][C:9]1[C:14]([C:15]([O:17][CH3:18])=[O:16])=[CH:13][CH:12]=[C:11]([NH:30][CH2:29][CH2:28][NH:27][C:20]([O:22][C:23]([CH3:26])([CH3:25])[CH3:24])=[O:21])[N:10]=1)=[O:7])([CH3:4])([CH3:3])[CH3:2]. Given the reactants [C:1]([O:5][C:6]([NH:8][C:9]1[C:14]([C:15]([O:17][CH3:18])=[O:16])=[CH:13][CH:12]=[C:11](Cl)[N:10]=1)=[O:7])([CH3:4])([CH3:3])[CH3:2].[C:20]([NH:27][CH2:28][CH2:29][NH2:30])([O:22][C:23]([CH3:26])([CH3:25])[CH3:24])=[O:21], predict the reaction product. (5) The product is: [Br:1][C:2]1[CH:7]=[C:6]([F:8])[C:5]([F:9])=[CH:4][C:3]=1[S:14]([CH3:18])(=[O:16])=[O:13]. Given the reactants [Br:1][C:2]1[CH:7]=[C:6]([F:8])[C:5]([F:9])=[CH:4][C:3]=1SC.O[O:13][S:14]([O-:16])=O.[K+].[CH3:18]C(O)C, predict the reaction product. (6) Given the reactants C([NH:4]/[C:5](=[CH:10]\[C:11]1[C:15]2[CH:16]=[CH:17][CH:18]=[CH:19][C:14]=2[O:13][C:12]=1[CH:20]1OCCO1)/[C:6]([O:8][CH3:9])=[O:7])(=O)C.C(O)=O, predict the reaction product. The product is: [CH:20]1[C:12]2[O:13][C:14]3[CH:19]=[CH:18][CH:17]=[CH:16][C:15]=3[C:11]=2[CH:10]=[C:5]([C:6]([O:8][CH3:9])=[O:7])[N:4]=1.